The task is: Predict which catalyst facilitates the given reaction.. This data is from Catalyst prediction with 721,799 reactions and 888 catalyst types from USPTO. (1) Reactant: [NH2:1][C:2]1[C:11](C#N)=[C:10]2[C:5]([CH2:6][CH:7]([C:18]3[CH:23]=[CH:22][C:21]([Cl:24])=[C:20]([Cl:25])[CH:19]=3)[C:8]3[CH:17]=[CH:16][CH:15]=[CH:14][C:9]=32)=[CH:4][N:3]=1. Product: [Cl:25][C:20]1[CH:19]=[C:18]([CH:7]2[CH2:6][C:5]3[CH:4]=[N:3][C:2]([NH2:1])=[CH:11][C:10]=3[C:9]3[CH:14]=[CH:15][CH:16]=[CH:17][C:8]2=3)[CH:23]=[CH:22][C:21]=1[Cl:24]. The catalyst class is: 570. (2) Reactant: [OH:1][C@@H:2]1[CH2:26][CH2:25][C@@:24]2([CH3:27])[CH:4]([C@@H:5]([OH:29])[CH2:6][C@@H:7]3[C@@H:23]2[CH2:22][CH2:21][C@@:20]2([CH3:28])[C@H:8]3[CH2:9][CH2:10][C@@H:11]2[C@H:12]([CH3:19])[CH2:13][CH2:14][C:15]([O:17][CH3:18])=[O:16])[CH2:3]1.O. Product: [O:1]=[C:2]1[CH2:26][CH2:25][C@@:24]2([CH3:27])[CH:4]([C@@H:5]([OH:29])[CH2:6][C@@H:7]3[C@@H:23]2[CH2:22][CH2:21][C@@:20]2([CH3:28])[C@H:8]3[CH2:9][CH2:10][C@@H:11]2[C@H:12]([CH3:19])[CH2:13][CH2:14][C:15]([O:17][CH3:18])=[O:16])[CH2:3]1. The catalyst class is: 11. (3) Reactant: [Cl:1][C:2]1[CH:3]=[C:4]([NH:18][C:19]2[CH:27]=[CH:26][C:22]([C:23](O)=[O:24])=[CH:21][CH:20]=2)[CH:5]=[N:6][C:7]=1[O:8][CH:9]([C:14]([F:17])([F:16])[F:15])[C:10]([F:13])([F:12])[F:11].CCN=C=NCCCN(C)C.Cl.[CH3:40][S:41]([NH2:44])(=[O:43])=[O:42]. Product: [Cl:1][C:2]1[CH:3]=[C:4]([NH:18][C:19]2[CH:27]=[CH:26][C:22]([C:23]([NH:44][S:41]([CH3:40])(=[O:43])=[O:42])=[O:24])=[CH:21][CH:20]=2)[CH:5]=[N:6][C:7]=1[O:8][CH:9]([C:10]([F:11])([F:13])[F:12])[C:14]([F:17])([F:16])[F:15]. The catalyst class is: 112. (4) Reactant: [OH:1][C:2]1[CH:3]=[CH:4][C:5]([C:8]([OH:10])=[O:9])=[N:6][CH:7]=1.S(=O)(=O)(O)O.[OH-].[Na+].C(=O)(O)[O-].[Na+].[C:23](O)(=O)[CH2:24]C(CC(O)=O)(C(O)=O)O. Product: [CH2:23]([O:9][C:8]([C:5]1[CH:4]=[CH:3][C:2]([OH:1])=[CH:7][N:6]=1)=[O:10])[CH3:24]. The catalyst class is: 8.